This data is from Reaction yield outcomes from USPTO patents with 853,638 reactions. The task is: Predict the reaction yield, written as a fraction of the theoretical maximum amount of product (1.0 means a 100% yield; for example, 0.34 means a 34% yield). The reactants are Cl[CH2:2][C:3]1[CH:4]=[C:5]([CH:20]=[CH:21][CH:22]=1)[O:6][CH2:7][C:8]1[N:9]=[C:10]([C:14]2[CH:19]=[CH:18][CH:17]=[CH:16][CH:15]=2)[O:11][C:12]=1[CH3:13].[OH:23][N:24]1[C:28](=[O:29])[C:27]2=[CH:30][CH:31]=[CH:32][CH:33]=[C:26]2[C:25]1=[O:34].C(=O)([O-])[O-].[K+].[K+].CN(C)C=O. The catalyst is O. The product is [CH3:13][C:12]1[O:11][C:10]([C:14]2[CH:19]=[CH:18][CH:17]=[CH:16][CH:15]=2)=[N:9][C:8]=1[CH2:7][O:6][C:5]1[CH:4]=[C:3]([CH:22]=[CH:21][CH:20]=1)[CH2:2][O:23][N:24]1[C:25](=[O:34])[C:26]2=[CH:33][CH:32]=[CH:31][CH:30]=[C:27]2[C:28]1=[O:29]. The yield is 0.900.